From a dataset of Forward reaction prediction with 1.9M reactions from USPTO patents (1976-2016). Predict the product of the given reaction. (1) The product is: [CH3:25][O:24][C:11]1[CH:12]=[C:13]([C:20]([F:21])([F:22])[F:23])[CH:14]=[C:15]([C:16]([F:19])([F:18])[F:17])[C:10]=1[C:9]([NH:8][CH:3]1[CH2:4][CH2:5][CH2:6][CH2:7][CH:2]1[NH:1][CH:30]1[CH2:31][CH2:32][O:27][CH2:28][CH2:29]1)=[O:26]. Given the reactants [NH2:1][C@H:2]1[CH2:7][CH2:6][CH2:5][CH2:4][C@H:3]1[NH:8][C:9](=[O:26])[C:10]1[C:15]([C:16]([F:19])([F:18])[F:17])=[CH:14][C:13]([C:20]([F:23])([F:22])[F:21])=[CH:12][C:11]=1[O:24][CH3:25].[O:27]1[CH2:32][CH2:31][C:30](=O)[CH2:29][CH2:28]1, predict the reaction product. (2) Given the reactants [Cl:1][CH2:2][C:3]([N:5]1[C@@H:10]([CH3:11])[CH2:9][N:8]([C:12]2[C:21]([O:22][CH3:23])=[C:20]3[C:15]([C:16](=[O:39])[C:17]([C:27]([NH:29][CH2:30][C:31]4[CH:36]=[CH:35][C:34]([Cl:37])=[CH:33][C:32]=4[Cl:38])=[O:28])=[CH:18][N:19]3[CH:24]3[CH2:26][CH2:25]3)=[CH:14][C:13]=2[F:40])[CH2:7][C@H:6]1[CH3:41])=[O:4].[N-:42]=[N+:43]=[N-:44].[Na+], predict the reaction product. The product is: [ClH:1].[N:42]([CH2:2][C:3]([N:5]1[CH:6]([CH3:41])[CH2:7][N:8]([C:12]2[C:21]([O:22][CH3:23])=[C:20]3[C:15]([C:16](=[O:39])[C:17]([C:27]([NH:29][CH2:30][C:31]4[CH:36]=[CH:35][C:34]([Cl:37])=[CH:33][C:32]=4[Cl:38])=[O:28])=[CH:18][N:19]3[CH:24]3[CH2:26][CH2:25]3)=[CH:14][C:13]=2[F:40])[CH2:9][CH:10]1[CH3:11])=[O:4])=[N+:43]=[N-:44]. (3) Given the reactants [CH3:1][C:2]1[NH:3][C:4]2[C:9]([C:10]=1[S:11][C:12]1[CH:17]=[CH:16][CH:15]=[CH:14][CH:13]=1)=[CH:8][C:7]([C:18]([F:21])([F:20])[F:19])=[CH:6][CH:5]=2.[Cl:22][C:23]1[CH:28]=[CH:27][C:26]([CH2:29]Cl)=[CH:25][CH:24]=1.[I-].[K+], predict the reaction product. The product is: [Cl:22][C:23]1[CH:28]=[CH:27][C:26]([CH2:29][N:3]2[C:4]3[C:9](=[CH:8][C:7]([C:18]([F:19])([F:21])[F:20])=[CH:6][CH:5]=3)[C:10]([S:11][C:12]3[CH:17]=[CH:16][CH:15]=[CH:14][CH:13]=3)=[C:2]2[CH3:1])=[CH:25][CH:24]=1. (4) Given the reactants [C:1]([N:9]=C=O)(=[O:8])C1C=CC=CC=1.[N:12]1[CH:17]=[CH:16][CH:15]=[C:14]([NH2:18])[CH:13]=1.[OH-].[Na+], predict the reaction product. The product is: [N:12]1[CH:17]=[CH:16][CH:15]=[C:14]([NH:18][C:1]([NH2:9])=[O:8])[CH:13]=1. (5) Given the reactants [OH:1][C:2]1[CH:7]=[CH:6][C:5]([C:8]([N:10]2[CH2:14][CH2:13][CH2:12][CH2:11]2)=[O:9])=[CH:4][C:3]=1[C:15](=O)[CH3:16].C[O:19][C:20](=[O:30])[C:21]1[CH:26]=[CH:25][C:24]([NH2:27])=[C:23]([CH:28]=O)[CH:22]=1.[OH-].[K+].C(O)C, predict the reaction product. The product is: [OH:1][C:2]1[CH:7]=[CH:6][C:5]([C:8]([N:10]2[CH2:14][CH2:13][CH2:12][CH2:11]2)=[O:9])=[CH:4][C:3]=1[C:15]1[CH:16]=[CH:28][C:23]2[C:24](=[CH:25][CH:26]=[C:21]([C:20]([OH:30])=[O:19])[CH:22]=2)[N:27]=1. (6) Given the reactants [NH:1]1[C:5]2[CH:6]=[CH:7][CH:8]=[CH:9][C:4]=2[N:3]=[N:2]1.Br[CH2:11][CH2:12][CH2:13][CH2:14][Cl:15], predict the reaction product. The product is: [Cl:15][CH2:14][CH2:13][CH2:12][CH2:11][N:1]1[C:5]2[CH:6]=[CH:7][CH:8]=[CH:9][C:4]=2[N:3]=[N:2]1.